This data is from CYP1A2 inhibition data for predicting drug metabolism from PubChem BioAssay. The task is: Regression/Classification. Given a drug SMILES string, predict its absorption, distribution, metabolism, or excretion properties. Task type varies by dataset: regression for continuous measurements (e.g., permeability, clearance, half-life) or binary classification for categorical outcomes (e.g., BBB penetration, CYP inhibition). Dataset: cyp1a2_veith. The drug is O=C(O)[C@@H](O)[C@@H](O)[C@H](O)C(=O)CO. The result is 0 (non-inhibitor).